Dataset: Reaction yield outcomes from USPTO patents with 853,638 reactions. Task: Predict the reaction yield, written as a fraction of the theoretical maximum amount of product (1.0 means a 100% yield; for example, 0.34 means a 34% yield). (1) The reactants are [CH3:1][C:2]1([CH3:9])[O:6][C@H:5]([CH2:7][OH:8])[CH2:4][O:3]1.[H-].[Na+].Br[C:13]1[N:21]=[CH:20][CH:19]=[CH:18][C:14]=1[C:15]([OH:17])=[O:16].Cl. The catalyst is C1COCC1.[Cl-].[Na+].O. The product is [CH3:1][C:2]1([CH3:9])[O:6][C@H:5]([CH2:7][O:8][C:13]2[N:21]=[CH:20][CH:19]=[CH:18][C:14]=2[C:15]([OH:17])=[O:16])[CH2:4][O:3]1. The yield is 0.920. (2) The reactants are [CH3:1][N:2]1[C:10]2[C:9]([O:11][C:12]3[CH:18]=[CH:17][C:15]([NH2:16])=[CH:14][CH:13]=3)=[N:8][CH:7]=[N:6][C:5]=2[CH:4]=[CH:3]1.[CH2:19]([NH2:26])[C:20]1[CH:25]=[CH:24][CH:23]=[CH:22][CH:21]=1.CN(C)[CH:29]=[O:30]. No catalyst specified. The product is [CH2:19]([NH:26][C:29]([NH:16][C:15]1[CH:17]=[CH:18][C:12]([O:11][C:9]2[C:10]3[N:2]([CH3:1])[CH:3]=[CH:4][C:5]=3[N:6]=[CH:7][N:8]=2)=[CH:13][CH:14]=1)=[O:30])[C:20]1[CH:25]=[CH:24][CH:23]=[CH:22][CH:21]=1. The yield is 0.150. (3) The reactants are C([N:5]1[C:9]2[NH:10][C:11](=[O:20])[CH:12]=[C:13]([C:14]3[CH:19]=[CH:18][CH:17]=[CH:16][CH:15]=3)[C:8]=2[C:7]([C:21]2[CH:26]=[CH:25][CH:24]=[CH:23][CH:22]=2)=[N:6]1)(C)(C)C.C(O)(C(F)(F)F)=O. No catalyst specified. The product is [C:21]1([C:7]2[NH:6][N:5]=[C:9]3[C:8]=2[C:13]([C:14]2[CH:15]=[CH:16][CH:17]=[CH:18][CH:19]=2)=[CH:12][C:11](=[O:20])[NH:10]3)[CH:22]=[CH:23][CH:24]=[CH:25][CH:26]=1. The yield is 0.200. (4) The reactants are [Cl:1][C:2]1[CH:7]=[CH:6][CH:5]=[C:4]([CH2:8][S:9]([CH3:12])(=[O:11])=[O:10])[C:3]=1[NH:13]C(=O)C(F)(F)F.[OH-].[Na+]. No catalyst specified. The product is [Cl:1][C:2]1[CH:7]=[CH:6][CH:5]=[C:4]([CH2:8][S:9]([CH3:12])(=[O:11])=[O:10])[C:3]=1[NH2:13]. The yield is 0.900. (5) The reactants are [C:1]([C:3]1[CH:4]=[C:5]([N+:10]([O-])=O)[C:6]([CH3:9])=[N:7][CH:8]=1)#[CH:2].[CH3:13][N:14]1[CH2:19][CH2:18][NH:17][CH2:16][CH2:15]1. The product is [CH3:9][C:6]1[C:5]([NH2:10])=[CH:4][C:3]([CH2:1][CH2:2][N:17]2[CH2:18][CH2:19][N:14]([CH3:13])[CH2:15][CH2:16]2)=[CH:8][N:7]=1. The yield is 0.770. The catalyst is CCO.[OH-].[OH-].[Pd+2]. (6) The reactants are [CH2:1]([O:10][C:11](=[O:24])[C@@H:12]1[CH2:16][CH2:15][CH2:14][N:13]1C(OC(C)(C)C)=O)[C:2]([C:4]1[CH:9]=[CH:8][CH:7]=[CH:6][CH:5]=1)=[O:3].Cl. The catalyst is CCOC(C)=O. The product is [CH2:1]([O:10][C:11](=[O:24])[C@@H:12]1[CH2:16][CH2:15][CH2:14][NH:13]1)[C:2]([C:4]1[CH:9]=[CH:8][CH:7]=[CH:6][CH:5]=1)=[O:3]. The yield is 0.940.